This data is from Reaction yield outcomes from USPTO patents with 853,638 reactions. The task is: Predict the reaction yield, written as a fraction of the theoretical maximum amount of product (1.0 means a 100% yield; for example, 0.34 means a 34% yield). (1) The reactants are Cl.[F:2][C:3]1[CH:17]=[CH:16][C:6]2[C:7]([CH:10]3[CH2:15][CH2:14][NH:13][CH2:12][CH2:11]3)=[N:8][O:9][C:5]=2[CH:4]=1.Cl[CH2:19][CH2:20][CH2:21][O:22][C:23]1[CH:28]=[CH:27][C:26]([CH:29]([C:30]([CH:29]([C:26]2[CH:27]=[CH:28][C:23]([O:22][CH2:21][CH2:20][CH2:19]Cl)=[C:24]([O:48][CH3:49])[CH:25]=2)C)=O)[CH3:30])=[CH:25][C:24]=1[O:48][CH3:49].C(=O)([O-])[O-:51].[K+].[K+]. The catalyst is O. The product is [CH3:30][C:29]([C:26]1[CH:27]=[CH:28][C:23]([O:22][CH2:21][CH2:20][CH2:19][N:13]2[CH2:12][CH2:11][CH:10]([C:7]3[C:6]4[CH:16]=[CH:17][C:3]([F:2])=[CH:4][C:5]=4[O:9][N:8]=3)[CH2:15][CH2:14]2)=[C:24]([O:48][CH3:49])[CH:25]=1)=[O:51]. The yield is 0.898. (2) The product is [Cl:4][C:5]1[CH:12]=[CH:11][C:8]([CH2:9][C:14]2([OH:13])[CH2:17][CH:16]([C:18]([OH:20])=[O:19])[CH2:15]2)=[CH:7][CH:6]=1. The yield is 0.590. The reactants are [Mg].II.[Cl:4][C:5]1[CH:12]=[CH:11][C:8]([CH2:9]Cl)=[CH:7][CH:6]=1.[O:13]=[C:14]1[CH2:17][CH:16]([C:18]([OH:20])=[O:19])[CH2:15]1.Cl. The catalyst is CCOCC.C1COCC1.